This data is from Peptide-MHC class I binding affinity with 185,985 pairs from IEDB/IMGT. The task is: Regression. Given a peptide amino acid sequence and an MHC pseudo amino acid sequence, predict their binding affinity value. This is MHC class I binding data. (1) The peptide sequence is SVDAMIHKT. The MHC is HLA-A02:01 with pseudo-sequence HLA-A02:01. The binding affinity (normalized) is 0.0675. (2) The peptide sequence is SVKGRFTI. The MHC is Mamu-A02 with pseudo-sequence Mamu-A02. The binding affinity (normalized) is 0.160. (3) The peptide sequence is SPISSIFSR. The MHC is HLA-A02:01 with pseudo-sequence HLA-A02:01. The binding affinity (normalized) is 0. (4) The peptide sequence is PQVLGGLSF. The MHC is HLA-A02:12 with pseudo-sequence HLA-A02:12. The binding affinity (normalized) is 0.0847.